Dataset: Forward reaction prediction with 1.9M reactions from USPTO patents (1976-2016). Task: Predict the product of the given reaction. (1) Given the reactants [C:1]1([C:13]([OH:15])=O)[C:11]2=[C:12]3[C:7](=[CH:8][CH:9]=[CH:10]2)[CH2:6][CH2:5][CH2:4][N:3]3[CH:2]=1.Cl.[CH2:17]([O:24][NH:25][C:26](=[O:32])[CH2:27][CH2:28][CH2:29][CH2:30][NH2:31])[C:18]1[CH:23]=[CH:22][CH:21]=[CH:20][CH:19]=1, predict the reaction product. The product is: [CH2:17]([O:24][NH:25][C:26](=[O:32])[CH2:27][CH2:28][CH2:29][CH2:30][NH:31][C:13]([C:1]1[C:11]2=[C:12]3[C:7](=[CH:8][CH:9]=[CH:10]2)[CH2:6][CH2:5][CH2:4][N:3]3[CH:2]=1)=[O:15])[C:18]1[CH:23]=[CH:22][CH:21]=[CH:20][CH:19]=1. (2) Given the reactants [CH:1]1([NH:4][C:5](=[O:10])[C:6](Cl)=[N:7][OH:8])[CH2:3][CH2:2]1.[CH2:11]([O:13][C:14](=[O:20])/[CH:15]=[CH:16]/N(C)C)[CH3:12].C(OCC)(=O)C, predict the reaction product. The product is: [CH2:11]([O:13][C:14]([C:15]1[C:6]([C:5](=[O:10])[NH:4][CH:1]2[CH2:3][CH2:2]2)=[N:7][O:8][CH:16]=1)=[O:20])[CH3:12]. (3) The product is: [N:8]1[CH:13]=[CH:12][CH:11]=[C:10]([CH2:14][NH:15][C:43]([C:42]2[CH:41]=[CH:40][C:39]([C:35]3[O:36][C:37]([CH3:38])=[C:33]([CH2:32][S:29]([CH:26]4[CH2:27][CH2:28][N:23]([C:21]([O:20][C:16]([CH3:18])([CH3:17])[CH3:19])=[O:22])[CH2:24][CH2:25]4)(=[O:30])=[O:31])[N:34]=3)=[CH:47][CH:46]=2)=[O:44])[CH:9]=1. Given the reactants C(N(CC)CC)C.[N:8]1[CH:13]=[CH:12][CH:11]=[C:10]([CH2:14][NH2:15])[CH:9]=1.[C:16]([O:20][C:21]([N:23]1[CH2:28][CH2:27][CH:26]([S:29]([CH2:32][C:33]2[N:34]=[C:35]([C:39]3[CH:47]=[CH:46][C:42]([C:43](O)=[O:44])=[CH:41][CH:40]=3)[O:36][C:37]=2[CH3:38])(=[O:31])=[O:30])[CH2:25][CH2:24]1)=[O:22])([CH3:19])([CH3:18])[CH3:17].CCN=C=NCCCN(C)C.C1C=CC2N(O)N=NC=2C=1, predict the reaction product. (4) The product is: [C:16]([O:30][C:28](=[O:29])[NH:27][CH:18]([CH2:17][C:16]1[CH:15]=[CH:14][C:13]([Cl:12])=[CH:32][CH:31]=1)[C:19]([N:20]1[CH2:21][CH2:22][N:23]([C:2]2[C:3]3[S:10][C:9]([I:11])=[CH:8][C:4]=3[N:5]=[CH:6][N:7]=2)[CH2:24][CH2:25]1)=[O:26])([CH3:31])([CH3:17])[CH3:15]. Given the reactants Cl[C:2]1[C:3]2[S:10][C:9]([I:11])=[CH:8][C:4]=2[N:5]=[CH:6][N:7]=1.[Cl:12][C:13]1[CH:32]=[CH:31][C:16]([CH2:17][CH:18]([NH:27][C:28](=[O:30])[OH:29])[C:19](=[O:26])[N:20]2[CH2:25][CH2:24][NH:23][CH2:22][CH2:21]2)=[CH:15][CH:14]=1, predict the reaction product. (5) Given the reactants [C:1]([O:5][C:6](=[O:34])[C@@H:7]([CH:31]([CH3:33])[CH3:32])[N:8]([CH2:26][CH2:27][CH:28]([CH3:30])[CH3:29])[S:9]([C:12]1[CH:21]=[CH:20][C:19]2[C:14](=[CH:15][CH:16]=[C:17]([O:22]C(=O)C)[CH:18]=2)[CH:13]=1)(=[O:11])=[O:10])([CH3:4])([CH3:3])[CH3:2].C(=O)([O-])[O-].[K+].[K+], predict the reaction product. The product is: [C:1]([O:5][C:6](=[O:34])[C@@H:7]([CH:31]([CH3:33])[CH3:32])[N:8]([CH2:26][CH2:27][CH:28]([CH3:29])[CH3:30])[S:9]([C:12]1[CH:21]=[CH:20][C:19]2[C:14](=[CH:15][CH:16]=[C:17]([OH:22])[CH:18]=2)[CH:13]=1)(=[O:11])=[O:10])([CH3:3])([CH3:4])[CH3:2]. (6) Given the reactants [F:1][C:2]1[CH:16]=[CH:15][C:5]([C:6]([NH:8][CH:9]2[CH2:14][CH2:13][NH:12][CH2:11][CH2:10]2)=[O:7])=[CH:4][CH:3]=1.N1C=CC=CC=1.[F:23][C:24]([F:36])([F:35])[O:25][C:26]1[CH:34]=[CH:33][C:29]([C:30](Cl)=[O:31])=[CH:28][CH:27]=1.O, predict the reaction product. The product is: [F:1][C:2]1[CH:16]=[CH:15][C:5]([C:6]([NH:8][CH:9]2[CH2:14][CH2:13][N:12]([C:30](=[O:31])[C:29]3[CH:33]=[CH:34][C:26]([O:25][C:24]([F:23])([F:35])[F:36])=[CH:27][CH:28]=3)[CH2:11][CH2:10]2)=[O:7])=[CH:4][CH:3]=1. (7) Given the reactants [C:1]1([CH3:17])[CH:6]=[CH:5][C:4]([S:7]([N:10]2[CH:14]=[CH:13][N:12]=[C:11]2[CH2:15]O)(=[O:9])=[O:8])=[CH:3][CH:2]=1.C(Br)(Br)(Br)[Br:19].C1(P(C2C=CC=CC=2)C2C=CC=CC=2)C=CC=CC=1, predict the reaction product. The product is: [Br:19][CH2:15][C:11]1[N:10]([S:7]([C:4]2[CH:5]=[CH:6][C:1]([CH3:17])=[CH:2][CH:3]=2)(=[O:9])=[O:8])[CH:14]=[CH:13][N:12]=1. (8) The product is: [ClH:1].[F:2][C:3]1[CH:4]=[C:5]([N:14]2[C:18](=[O:19])[CH2:17][C:16]3([CH2:24][CH2:23][N:22]([CH2:37][C@H:35]([OH:36])[C:34]4[CH:33]=[CH:32][C:31]5[C:30](=[O:38])[O:29][CH2:28][C:27]=5[C:26]=4[CH3:25])[CH2:21][CH2:20]3)[CH2:15]2)[CH:6]=[CH:7][C:8]=1[N:9]1[CH:13]=[N:12][N:11]=[N:10]1. Given the reactants [ClH:1].[F:2][C:3]1[CH:4]=[C:5]([N:14]2[C:18](=[O:19])[CH2:17][C:16]3([CH2:24][CH2:23][NH:22][CH2:21][CH2:20]3)[CH2:15]2)[CH:6]=[CH:7][C:8]=1[N:9]1[CH:13]=[N:12][N:11]=[N:10]1.[CH3:25][C:26]1[C:34]([C@@H:35]2[CH2:37][O:36]2)=[CH:33][CH:32]=[C:31]2[C:27]=1[CH2:28][O:29][C:30]2=[O:38], predict the reaction product.